Dataset: Forward reaction prediction with 1.9M reactions from USPTO patents (1976-2016). Task: Predict the product of the given reaction. (1) Given the reactants F[C:2]1[CH:3]=[C:4]([CH3:12])[C:5]([N+:9]([O-:11])=[O:10])=[C:6]([NH2:8])[CH:7]=1.[C:13]([N:20]1[CH2:25][CH2:24][NH:23][CH2:22][CH2:21]1)([O:15][C:16]([CH3:19])([CH3:18])[CH3:17])=[O:14].CN1CCOCC1, predict the reaction product. The product is: [C:16]([O:15][C:13]([N:20]1[CH2:25][CH2:24][N:23]([C:2]2[CH:3]=[C:4]([CH3:12])[C:5]([N+:9]([O-:11])=[O:10])=[C:6]([NH2:8])[CH:7]=2)[CH2:22][CH2:21]1)=[O:14])([CH3:19])([CH3:17])[CH3:18]. (2) Given the reactants [Cl:1][C:2]1[CH:7]=[C:6](Cl)[N:5]=[C:4]([S:9][CH3:10])[N:3]=1.[NH2:11][NH2:12], predict the reaction product. The product is: [Cl:1][C:2]1[CH:7]=[C:6]([NH:11][NH2:12])[N:5]=[C:4]([S:9][CH3:10])[N:3]=1. (3) Given the reactants [NH:1]([C:3]1[C:4]([O:11][CH3:12])=[N:5][C:6]([O:9][CH3:10])=[N:7][CH:8]=1)[NH2:2].[CH2:13]([O:15][C:16](=[O:25])[C:17](=O)[CH2:18][C:19](=O)[CH:20]([CH3:22])[CH3:21])[CH3:14], predict the reaction product. The product is: [CH3:10][O:9][C:6]1[N:5]=[C:4]([O:11][CH3:12])[C:3]([N:1]2[C:19]([CH:20]([CH3:21])[CH3:22])=[CH:18][C:17]([C:16]([O:15][CH2:13][CH3:14])=[O:25])=[N:2]2)=[CH:8][N:7]=1. (4) Given the reactants [CH3:1][NH2:2].C(O[C:6]([C:8]1[C:9](=[O:34])[C:10]2[CH:15]=[N:14][C:13]([NH:16][CH2:17][CH2:18][CH2:19][N:20]([CH3:22])[CH3:21])=[N:12][C:11]=2[N:23]([C:25]2[CH:26]=[C:27]3[C:31](=[CH:32][CH:33]=2)[CH2:30][CH2:29][CH2:28]3)[CH:24]=1)=[O:7])C, predict the reaction product. The product is: [CH3:1][NH:2][C:6]([C:8]1[C:9](=[O:34])[C:10]2[CH:15]=[N:14][C:13]([NH:16][CH2:17][CH2:18][CH2:19][N:20]([CH3:22])[CH3:21])=[N:12][C:11]=2[N:23]([C:25]2[CH:26]=[C:27]3[C:31](=[CH:32][CH:33]=2)[CH2:30][CH2:29][CH2:28]3)[CH:24]=1)=[O:7]. (5) Given the reactants [OH:1][C:2]1[CH:11]=[C:10]([O:12][CH2:13][CH2:14][O:15][CH3:16])[CH:9]=[CH:8][C:3]=1[C:4]([O:6]C)=[O:5].[C:17]([O:21][C:22]([NH:24][C@H:25]1[CH2:30][CH2:29][C@H:28](O)[CH2:27][CH2:26]1)=[O:23])([CH3:20])([CH3:19])[CH3:18], predict the reaction product. The product is: [C:17]([O:21][C:22]([NH:24][C@@H:25]1[CH2:30][CH2:29][C@H:28]([O:1][C:2]2[CH:11]=[C:10]([O:12][CH2:13][CH2:14][O:15][CH3:16])[CH:9]=[CH:8][C:3]=2[C:4]([OH:6])=[O:5])[CH2:27][CH2:26]1)=[O:23])([CH3:20])([CH3:18])[CH3:19]. (6) Given the reactants C([N:3]([CH2:6][CH3:7])[CH2:4][CH3:5])C.[CH2:8]1[CH2:12]O[CH2:10][CH2:9]1.[CH3:13]N(C=O)C.[CH3:18]C(N(C)C)=O, predict the reaction product. The product is: [CH2:6]([NH2:3])[C:7]1[CH:13]=[CH:12][CH:8]=[CH:9][CH:10]=1.[CH:6]([N:3]([CH:8]([CH3:12])[CH3:9])[CH2:4][CH3:5])([CH3:7])[CH3:18]. (7) Given the reactants C[O:2][C:3]([C:5]1[CH:10]=[C:9]([O:11][CH3:12])[CH:8]=[CH:7][N:6]=1)=O.O.[NH2:14][NH2:15], predict the reaction product. The product is: [CH3:12][O:11][C:9]1[CH:8]=[CH:7][N:6]=[C:5]([C:3]([NH:14][NH2:15])=[O:2])[CH:10]=1. (8) Given the reactants CC1C=CC(S(O[CH2:12][C:13]([F:16])([F:15])[F:14])(=O)=O)=CC=1.[Cl:17][C:18]1[CH:19]=[CH:20][C:21]([CH2:25][OH:26])=[C:22]([OH:24])[CH:23]=1.C([O-])([O-])=O.[K+].[K+], predict the reaction product. The product is: [Cl:17][C:18]1[CH:19]=[CH:20][C:21]([CH2:25][OH:26])=[C:22]([O:24][CH2:12][C:13]([F:16])([F:15])[F:14])[CH:23]=1. (9) Given the reactants [F:1][C:2]1[C:7]([F:8])=[C:6]([NH:9][C:10]2[CH:15]=[CH:14][C:13]([I:16])=[CH:12][C:11]=2[F:17])[C:5]([NH2:18])=[CH:4][CH:3]=1.[CH:19]1([S:24](Cl)(=[O:26])=[O:25])[CH2:23][CH2:22][CH2:21][CH2:20]1, predict the reaction product. The product is: [F:8][C:7]1[C:6]([NH:9][C:10]2[CH:15]=[CH:14][C:13]([I:16])=[CH:12][C:11]=2[F:17])=[C:5]([NH:18][S:24]([CH:19]2[CH2:23][CH2:22][CH2:21][CH2:20]2)(=[O:26])=[O:25])[CH:4]=[CH:3][C:2]=1[F:1]. (10) Given the reactants [Cl:1][C:2]1[CH:7]=[CH:6][C:5]([C:8]2[CH:13]=[CH:12][C:11]([O:14][C:15]([F:18])([F:17])[F:16])=[CH:10][CH:9]=2)=[CH:4][N:3]=1.[CH:19]([N:22]1[CH2:27][CH2:26][NH:25][CH2:24][CH2:23]1)([CH3:21])[CH3:20], predict the reaction product. The product is: [ClH:1].[ClH:1].[CH:19]([N:22]1[CH2:27][CH2:26][N:25]([C:2]2[CH:7]=[CH:6][C:5]([C:8]3[CH:13]=[CH:12][C:11]([O:14][C:15]([F:18])([F:17])[F:16])=[CH:10][CH:9]=3)=[CH:4][N:3]=2)[CH2:24][CH2:23]1)([CH3:21])[CH3:20].